From a dataset of NCI-60 drug combinations with 297,098 pairs across 59 cell lines. Regression. Given two drug SMILES strings and cell line genomic features, predict the synergy score measuring deviation from expected non-interaction effect. (1) Drug 1: CN1CCC(CC1)COC2=C(C=C3C(=C2)N=CN=C3NC4=C(C=C(C=C4)Br)F)OC. Drug 2: CC12CCC(CC1=CCC3C2CCC4(C3CC=C4C5=CN=CC=C5)C)O. Cell line: K-562. Synergy scores: CSS=43.1, Synergy_ZIP=-0.931, Synergy_Bliss=8.63, Synergy_Loewe=-4.19, Synergy_HSA=8.44. (2) Drug 1: CC1=C2C(C(=O)C3(C(CC4C(C3C(C(C2(C)C)(CC1OC(=O)C(C(C5=CC=CC=C5)NC(=O)OC(C)(C)C)O)O)OC(=O)C6=CC=CC=C6)(CO4)OC(=O)C)OC)C)OC. Drug 2: CC1OCC2C(O1)C(C(C(O2)OC3C4COC(=O)C4C(C5=CC6=C(C=C35)OCO6)C7=CC(=C(C(=C7)OC)O)OC)O)O. Cell line: HOP-92. Synergy scores: CSS=44.3, Synergy_ZIP=-1.16, Synergy_Bliss=-2.33, Synergy_Loewe=3.92, Synergy_HSA=5.19. (3) Drug 1: CCC1=CC2CC(C3=C(CN(C2)C1)C4=CC=CC=C4N3)(C5=C(C=C6C(=C5)C78CCN9C7C(C=CC9)(C(C(C8N6C)(C(=O)OC)O)OC(=O)C)CC)OC)C(=O)OC.C(C(C(=O)O)O)(C(=O)O)O. Drug 2: CCC1(CC2CC(C3=C(CCN(C2)C1)C4=CC=CC=C4N3)(C5=C(C=C6C(=C5)C78CCN9C7C(C=CC9)(C(C(C8N6C=O)(C(=O)OC)O)OC(=O)C)CC)OC)C(=O)OC)O.OS(=O)(=O)O. Cell line: OVCAR-5. Synergy scores: CSS=42.5, Synergy_ZIP=1.40, Synergy_Bliss=4.16, Synergy_Loewe=1.19, Synergy_HSA=2.61. (4) Drug 1: CCC1(CC2CC(C3=C(CCN(C2)C1)C4=CC=CC=C4N3)(C5=C(C=C6C(=C5)C78CCN9C7C(C=CC9)(C(C(C8N6C)(C(=O)OC)O)OC(=O)C)CC)OC)C(=O)OC)O.OS(=O)(=O)O. Drug 2: CCC1=C2CN3C(=CC4=C(C3=O)COC(=O)C4(CC)O)C2=NC5=C1C=C(C=C5)O. Cell line: MALME-3M. Synergy scores: CSS=16.6, Synergy_ZIP=-4.54, Synergy_Bliss=-0.213, Synergy_Loewe=-5.81, Synergy_HSA=-1.76. (5) Synergy scores: CSS=42.9, Synergy_ZIP=-2.55, Synergy_Bliss=-1.57, Synergy_Loewe=-13.1, Synergy_HSA=-0.132. Cell line: RXF 393. Drug 2: C1=NC2=C(N1)C(=S)N=CN2. Drug 1: CC1=C2C(C(=O)C3(C(CC4C(C3C(C(C2(C)C)(CC1OC(=O)C(C(C5=CC=CC=C5)NC(=O)OC(C)(C)C)O)O)OC(=O)C6=CC=CC=C6)(CO4)OC(=O)C)O)C)O. (6) Drug 1: C1CCC(CC1)NC(=O)N(CCCl)N=O. Drug 2: C1C(C(OC1N2C=C(C(=O)NC2=O)F)CO)O. Cell line: MDA-MB-435. Synergy scores: CSS=18.3, Synergy_ZIP=0.101, Synergy_Bliss=0.409, Synergy_Loewe=-3.06, Synergy_HSA=-1.90.